Dataset: Full USPTO retrosynthesis dataset with 1.9M reactions from patents (1976-2016). Task: Predict the reactants needed to synthesize the given product. (1) Given the product [C:25]([O:29][C:30](=[O:31])[NH:32][C@@H:33]([CH:37]1[CH2:38][CH2:39][CH2:40][CH2:41][CH2:42]1)[C:34]([N:15]1[C@H:14]([C:13]2[N:9]([CH2:8][C:7]3[CH:23]=[CH:24][C:4]([F:3])=[CH:5][CH:6]=3)[N:10]=[CH:11][CH:12]=2)[CH2:19][N:18]2[CH2:20][CH2:21][CH2:22][C@@H:17]2[CH2:16]1)=[O:35])([CH3:28])([CH3:26])[CH3:27], predict the reactants needed to synthesize it. The reactants are: Cl.Cl.[F:3][C:4]1[CH:24]=[CH:23][C:7]([CH2:8][N:9]2[C:13]([C@@H:14]3[CH2:19][N:18]4[CH2:20][CH2:21][CH2:22][C@@H:17]4[CH2:16][NH:15]3)=[CH:12][CH:11]=[N:10]2)=[CH:6][CH:5]=1.[C:25]([O:29][C:30]([NH:32][C@@H:33]([CH:37]1[CH2:42][CH2:41][CH2:40][CH2:39][CH2:38]1)[C:34](O)=[O:35])=[O:31])([CH3:28])([CH3:27])[CH3:26].C(N(C(C)C)C(C)C)C.F[P-](F)(F)(F)(F)F.N1(OC(N(C)C)=[N+](C)C)C2N=CC=CC=2N=N1. (2) Given the product [F:41][C:40]([F:43])([F:42])[C:38]([OH:44])=[O:39].[NH2:28][CH2:27][CH2:26][CH2:25][NH:24][C:23]([C:20]1[S:19][C:18]([C:16]([NH:15][CH:8]([C:9]2[CH:10]=[CH:11][CH:12]=[CH:13][CH:14]=2)[CH2:7][C:6]([OH:37])=[O:5])=[O:17])=[CH:22][CH:21]=1)=[O:36], predict the reactants needed to synthesize it. The reactants are: C([O:5][C:6](=[O:37])[CH2:7][CH:8]([NH:15][C:16]([C:18]1[S:19][C:20]([C:23](=[O:36])[NH:24][CH2:25][CH2:26][CH2:27][NH:28]C(OC(C)(C)C)=O)=[CH:21][CH:22]=1)=[O:17])[C:9]1[CH:14]=[CH:13][CH:12]=[CH:11][CH:10]=1)(C)(C)C.[C:38]([OH:44])([C:40]([F:43])([F:42])[F:41])=[O:39]. (3) Given the product [F:20][C:18]([F:21])([F:19])[O:17][C:14]1[CH:15]=[CH:16][C:11]([N:8]2[C:7]3[CH:22]=[CH:23][C:4]4[CH:3]=[C:2]([C:26]([O:29][CH3:32])=[O:27])[CH:25]=[CH:24][C:5]=4[C:6]=3[N:10]=[CH:9]2)=[CH:12][CH:13]=1, predict the reactants needed to synthesize it. The reactants are: Br[C:2]1[CH:25]=[CH:24][C:5]2[C:6]3[N:10]=[CH:9][N:8]([C:11]4[CH:16]=[CH:15][C:14]([O:17][C:18]([F:21])([F:20])[F:19])=[CH:13][CH:12]=4)[C:7]=3[CH:22]=[CH:23][C:4]=2[CH:3]=1.[C:26]([O-:29])([O-])=[O:27].[Na+].[Na+].[CH3:32]O. (4) Given the product [Br:1][C:2]1[CH:3]=[C:4]2[C:8](=[CH:9][CH:10]=1)[NH:7][C:6](=[O:11])[C:5]2([F:39])[C:12]1[C:13]2[C:14](=[N:18][N:19]([CH2:21][CH2:22][CH3:23])[CH:20]=2)[N:15]=[CH:16][N:17]=1, predict the reactants needed to synthesize it. The reactants are: [Br:1][C:2]1[CH:3]=[C:4]2[C:8](=[CH:9][CH:10]=1)[NH:7][C:6](=[O:11])[CH:5]2[C:12]1[C:13]2[C:14](=[N:18][N:19]([CH2:21][CH2:22][CH3:23])[CH:20]=2)[N:15]=[CH:16][N:17]=1.C[Si]([N-][Si](C)(C)C)(C)C.[Na+].[O-]S(C(F)(F)[F:39])(=O)=O.F[N+]1C(C)=CC(C)=CC=1C.